Dataset: Full USPTO retrosynthesis dataset with 1.9M reactions from patents (1976-2016). Task: Predict the reactants needed to synthesize the given product. (1) Given the product [S:1]1[CH:5]=[CH:4][C:3]2[C:6]([C:10](=[O:19])[CH2:12][CH3:13])=[CH:7][CH:8]=[CH:9][C:2]1=2, predict the reactants needed to synthesize it. The reactants are: [S:1]1[CH:5]=[CH:4][C:3]2[C:6]([C:10]#N)=[CH:7][CH:8]=[CH:9][C:2]1=2.[CH2:12]([Mg]Cl)[CH3:13].Cl.CC[O:19]CC. (2) Given the product [CH2:4]([O:3][C:1]([C@@H:6]([NH:10][C@@H:11]([CH3:12])[C:13]([O:15][C:1]([CH:6]1[CH2:7][CH:26]2[CH:27]([CH2:28][CH2:29][CH2:30][CH2:31]2)[NH:23]1)=[O:2])=[O:14])[CH2:7][CH2:8][CH3:9])=[O:2])[CH3:5], predict the reactants needed to synthesize it. The reactants are: [C:1]([C@@H:6]([NH:10][C@H:11]([C:13]([OH:15])=[O:14])[CH3:12])[CH2:7][CH2:8][CH3:9])([O:3][CH2:4][CH3:5])=[O:2].F[P-](F)(F)(F)(F)F.[N:23]1(OC(N(C)C)=[N+](C)C)[C:27]2[CH:28]=[CH:29][CH:30]=[CH:31][C:26]=2N=N1.